Dataset: Catalyst prediction with 721,799 reactions and 888 catalyst types from USPTO. Task: Predict which catalyst facilitates the given reaction. Reactant: [Cl:1][C:2]1[C:3]([OH:34])=[C:4]([S:9]([N:12]([CH2:21][C:22]2[CH:33]=[CH:32][C:25]([C:26](N(OC)C)=[O:27])=[CH:24][CH:23]=2)[CH2:13][C:14]2[CH:19]=[CH:18][C:17]([F:20])=[CH:16][CH:15]=2)(=[O:11])=[O:10])[CH:5]=[C:6]([Cl:8])[CH:7]=1.[C:35]1([Mg]Br)[CH:40]=[CH:39][CH:38]=[CH:37][CH:36]=1. Product: [C:26]([C:25]1[CH:24]=[CH:23][C:22]([CH2:21][N:12]([CH2:13][C:14]2[CH:19]=[CH:18][C:17]([F:20])=[CH:16][CH:15]=2)[S:9]([C:4]2[CH:5]=[C:6]([Cl:8])[CH:7]=[C:2]([Cl:1])[C:3]=2[OH:34])(=[O:11])=[O:10])=[CH:33][CH:32]=1)(=[O:27])[C:35]1[CH:40]=[CH:39][CH:38]=[CH:37][CH:36]=1. The catalyst class is: 1.